Dataset: Reaction yield outcomes from USPTO patents with 853,638 reactions. Task: Predict the reaction yield, written as a fraction of the theoretical maximum amount of product (1.0 means a 100% yield; for example, 0.34 means a 34% yield). (1) The yield is 0.960. The product is [F:12][C:13]1[CH:20]=[CH:19][C:16]([CH2:17][O:11][C:8]2[CH:9]=[CH:10][C:5]([C:3]([O:2][CH3:1])=[O:4])=[CH:6][CH:7]=2)=[CH:15][CH:14]=1. The catalyst is CC(C)=O. The reactants are [CH3:1][O:2][C:3]([C:5]1[CH:6]=[CH:7][C:8]([OH:11])=[CH:9][CH:10]=1)=[O:4].[F:12][C:13]1[CH:20]=[CH:19][C:16]([CH2:17]Cl)=[CH:15][CH:14]=1.C(=O)([O-])[O-].[K+].[K+]. (2) The reactants are N(C(OC(C)C)=O)=NC(OC(C)C)=O.[Br:15][C:16]1[CH:21]=[C:20]([NH:22][S:23]([C:26]2[CH:31]=[CH:30][C:29]([CH3:32])=[CH:28][CH:27]=2)(=[O:25])=[O:24])[C:19]([NH:33][C@@H:34]([CH3:37])[CH2:35]O)=[CH:18][N:17]=1.C1(P(C2C=CC=CC=2)C2C=CC=CC=2)C=CC=CC=1. The catalyst is C1COCC1. The product is [Br:15][C:16]1[N:17]=[CH:18][C:19]2[NH:33][C@@H:34]([CH3:37])[CH2:35][N:22]([S:23]([C:26]3[CH:31]=[CH:30][C:29]([CH3:32])=[CH:28][CH:27]=3)(=[O:25])=[O:24])[C:20]=2[CH:21]=1. The yield is 0.620. (3) The reactants are [Si](C=[N+]=[N-])(C)(C)[CH3:2].[C:8]([C:10]1[CH:15]=[CH:14][C:13]([CH:16]2[CH2:21][CH2:20][N:19]([C:22]([C:24]3[C:25]([CH3:37])=[CH:26][C:27]([CH:33]4[CH2:36][CH2:35][CH2:34]4)=[C:28]([CH:32]=3)[C:29](Cl)=[O:30])=[O:23])[CH2:18][CH2:17]2)=[CH:12][CH:11]=1)#[N:9].[BrH:38]. The catalyst is ClCCl. The product is [Br:38][CH2:2][C:29]([C:28]1[C:27]([CH:33]2[CH2:36][CH2:35][CH2:34]2)=[CH:26][C:25]([CH3:37])=[C:24]([CH:32]=1)[C:22]([N:19]1[CH2:20][CH2:21][CH:16]([C:13]2[CH:14]=[CH:15][C:10]([C:8]#[N:9])=[CH:11][CH:12]=2)[CH2:17][CH2:18]1)=[O:23])=[O:30]. The yield is 0.880. (4) The reactants are [NH2:1][C:2]1[CH:3]=[CH:4][C:5]([O:18][CH3:19])=[C:6]([NH:8][C:9]([NH:11][C:12]2[CH:17]=[N:16][CH:15]=[CH:14][N:13]=2)=[O:10])[CH:7]=1.[F:20][C:21]([F:33])([F:32])[C:22]([N:24]1[CH2:31][CH2:30][CH2:29][C@H:25]1[C:26](Cl)=[O:27])=[O:23]. The catalyst is N1C=CC=CC=1. The product is [CH3:19][O:18][C:5]1[CH:4]=[CH:3][C:2]([NH:1][C:26]([C@@H:25]2[CH2:29][CH2:30][CH2:31][N:24]2[C:22](=[O:23])[C:21]([F:33])([F:20])[F:32])=[O:27])=[CH:7][C:6]=1[NH:8][C:9]([NH:11][C:12]1[CH:17]=[N:16][CH:15]=[CH:14][N:13]=1)=[O:10]. The yield is 0.170. (5) The reactants are [CH3:1][N:2]([CH2:10][C:11]1[CH:15]=[C:14]([C:16]2[CH:20]=[CH:19][S:18][CH:17]=2)[N:13]([S:21]([C:24]2[CH:29]=[CH:28][CH:27]=[CH:26][CH:25]=2)(=[O:23])=[O:22])[CH:12]=1)C(=O)OC(C)(C)C.C(OCC)(=O)C.[ClH:36]. The catalyst is CO. The product is [ClH:36].[CH3:1][NH:2][CH2:10][C:11]1[CH:15]=[C:14]([C:16]2[CH:20]=[CH:19][S:18][CH:17]=2)[N:13]([S:21]([C:24]2[CH:29]=[CH:28][CH:27]=[CH:26][CH:25]=2)(=[O:23])=[O:22])[CH:12]=1. The yield is 0.710. (6) The reactants are Cl[C:2]1[C:7]([CH:8]([CH2:13][CH2:14][CH3:15])[C:9]([O:11][CH3:12])=[O:10])=[C:6]([CH3:16])[N:5]=[C:4]([C:17]2[CH:22]=[CH:21][CH:20]=[CH:19][CH:18]=2)[N:3]=1.C(N(CC)C(C)C)(C)C.[F:32][C:33]([F:44])([F:43])[C:34]1[CH:39]=[CH:38][C:37](B(O)O)=[CH:36][CH:35]=1. The catalyst is COCCOC.O.C1C=CC([P]([Pd]([P](C2C=CC=CC=2)(C2C=CC=CC=2)C2C=CC=CC=2)([P](C2C=CC=CC=2)(C2C=CC=CC=2)C2C=CC=CC=2)[P](C2C=CC=CC=2)(C2C=CC=CC=2)C2C=CC=CC=2)(C2C=CC=CC=2)C2C=CC=CC=2)=CC=1. The product is [CH3:16][C:6]1[C:7]([CH:8]([CH2:13][CH2:14][CH3:15])[C:9]([O:11][CH3:12])=[O:10])=[C:2]([C:37]2[CH:38]=[CH:39][C:34]([C:33]([F:44])([F:43])[F:32])=[CH:35][CH:36]=2)[N:3]=[C:4]([C:17]2[CH:22]=[CH:21][CH:20]=[CH:19][CH:18]=2)[N:5]=1. The yield is 0.570.